Dataset: NCI-60 drug combinations with 297,098 pairs across 59 cell lines. Task: Regression. Given two drug SMILES strings and cell line genomic features, predict the synergy score measuring deviation from expected non-interaction effect. Drug 1: CC12CCC(CC1=CCC3C2CCC4(C3CC=C4C5=CN=CC=C5)C)O. Drug 2: C1=CC(=CC=C1CC(C(=O)O)N)N(CCCl)CCCl.Cl. Cell line: HOP-92. Synergy scores: CSS=20.6, Synergy_ZIP=1.58, Synergy_Bliss=4.00, Synergy_Loewe=1.50, Synergy_HSA=3.82.